This data is from Forward reaction prediction with 1.9M reactions from USPTO patents (1976-2016). The task is: Predict the product of the given reaction. Given the reactants [CH2:1]([O:3][C:4](=[O:18])/[C:5](/[N:15]=[N+]=[N-])=[CH:6]/[C:7]1[C:8]([Cl:14])=[N:9][C:10]([Cl:13])=[CH:11][CH:12]=1)[CH3:2], predict the reaction product. The product is: [CH2:1]([O:3][C:4]([C:5]1[NH:15][C:12]2[CH:11]=[C:10]([Cl:13])[N:9]=[C:8]([Cl:14])[C:7]=2[CH:6]=1)=[O:18])[CH3:2].